Task: Predict the reaction yield, written as a fraction of the theoretical maximum amount of product (1.0 means a 100% yield; for example, 0.34 means a 34% yield).. Dataset: Reaction yield outcomes from USPTO patents with 853,638 reactions (1) The reactants are [C:1]([N:4]1[CH2:9][CH2:8][N:7]2[N:10]=[C:11]([NH:13][C:14]3[C:15](=[O:22])[N:16]([CH3:21])[CH:17]=[C:18](Br)[CH:19]=3)[CH:12]=[C:6]2[CH2:5]1)(=[O:3])[CH3:2].[B:23]1([B:23]2[O:27][C:26]([CH3:29])([CH3:28])[C:25]([CH3:31])([CH3:30])[O:24]2)[O:27][C:26]([CH3:29])([CH3:28])[C:25]([CH3:31])([CH3:30])[O:24]1.CC(C1C=C(C(C)C)C(C2C=CC=CC=2P(C2CCCCC2)C2CCCCC2)=C(C(C)C)C=1)C.C([O-])(=O)C.[K+]. The catalyst is C1C=CC(/C=C/C(/C=C/C2C=CC=CC=2)=O)=CC=1.C1C=CC(/C=C/C(/C=C/C2C=CC=CC=2)=O)=CC=1.C1C=CC(/C=C/C(/C=C/C2C=CC=CC=2)=O)=CC=1.[Pd].[Pd].O1CCOCC1. The product is [C:1]([N:4]1[CH2:9][CH2:8][N:7]2[N:10]=[C:11]([NH:13][C:14]3[C:15](=[O:22])[N:16]([CH3:21])[CH:17]=[C:18]([B:23]4[O:27][C:26]([CH3:29])([CH3:28])[C:25]([CH3:31])([CH3:30])[O:24]4)[CH:19]=3)[CH:12]=[C:6]2[CH2:5]1)(=[O:3])[CH3:2]. The yield is 0.800. (2) The reactants are [C:1]([O:5][C:6]([N:8]1[CH2:12][CH2:11][CH2:10][CH:9]1[C:13]1[NH:14][C:15]([C:18]2[CH:23]=[CH:22][C:21]([Cl:24])=[CH:20][C:19]=2[CH:25]=O)=[CH:16][N:17]=1)=[O:7])([CH3:4])([CH3:3])[CH3:2].NO.CC([Si](Cl)(C)C)(C)C.[NH:37]1C=CN=C1. The catalyst is C(O)C.CCOC(C)=O.CN(C=O)C. The product is [C:1]([O:5][C:6]([N:8]1[CH2:12][CH2:11][CH2:10][CH:9]1[C:13]1[NH:14][C:15]([C:18]2[CH:23]=[CH:22][C:21]([Cl:24])=[CH:20][C:19]=2[C:25]#[N:37])=[CH:16][N:17]=1)=[O:7])([CH3:4])([CH3:3])[CH3:2]. The yield is 0.510.